This data is from Reaction yield outcomes from USPTO patents with 853,638 reactions. The task is: Predict the reaction yield, written as a fraction of the theoretical maximum amount of product (1.0 means a 100% yield; for example, 0.34 means a 34% yield). (1) The reactants are [OH-].[Na+].[F:3][C:4]([F:15])([F:14])[O:5][C:6]1[CH:7]=[C:8]([CH:11]=[CH:12][CH:13]=1)[CH:9]=O.[O:16]=[C:17]([CH3:27])[CH2:18]P(=O)(OCC)OCC. The catalyst is [I-].C([N+](CCCC)(CCCC)CCCC)CCC.C(Cl)Cl. The product is [F:3][C:4]([F:15])([F:14])[O:5][C:6]1[CH:7]=[C:8]([CH:9]=[CH:18][C:17](=[O:16])[CH3:27])[CH:11]=[CH:12][CH:13]=1. The yield is 0.540. (2) The reactants are [Cl:1][C:2]1[CH:3]=[C:4]([CH:15]=[CH:16][C:17]=1[F:18])[O:5][C:6]1[N:14]=[CH:13][CH:12]=[CH:11][C:7]=1[C:8]([OH:10])=O.[F:19][C:20]1[CH:21]=[C:22]2[C:27](=[CH:28][C:29]=1[F:30])[NH:26][CH2:25][CH2:24][CH2:23]2.C(N(CCCC)CCCC)CCC.[I-].ClC1C=CC=C[N+]=1C. The catalyst is ClCCl. The product is [Cl:1][C:2]1[CH:3]=[C:4]([CH:15]=[CH:16][C:17]=1[F:18])[O:5][C:6]1[C:7]([C:8]([N:26]2[C:27]3[C:22](=[CH:21][C:20]([F:19])=[C:29]([F:30])[CH:28]=3)[CH2:23][CH2:24][CH2:25]2)=[O:10])=[CH:11][CH:12]=[CH:13][N:14]=1. The yield is 0.0900. (3) The reactants are [Br:1][C:2]1[N:3]=[C:4]2[CH:10]=[CH:9][NH:8][C:5]2=[N:6][CH:7]=1.[Cl-].C([Al+]CC)C.[C:17](Cl)(=[O:22])[C:18]([CH3:21])([CH3:20])[CH3:19].C([O-])(O)=O.[Na+]. The catalyst is ClCCl. The product is [Br:1][C:2]1[N:3]=[C:4]2[C:10]([C:17](=[O:22])[C:18]([CH3:21])([CH3:20])[CH3:19])=[CH:9][NH:8][C:5]2=[N:6][CH:7]=1. The yield is 0.630. (4) The reactants are [O:1]=[C:2]1[C:7]([CH2:8][C:9]2[CH:14]=[CH:13][C:12]([C:15]3[C:16]([C:21]#[N:22])=[CH:17][CH:18]=[CH:19][CH:20]=3)=[CH:11][CH:10]=2)=[C:6]([CH2:23][CH2:24][CH3:25])[N:5]2[N:26]=[CH:27][N:28]=[C:4]2[NH:3]1.[CH3:29][O:30][C:31]1[CH:32]=[C:33](B(O)O)[CH:34]=[CH:35][CH:36]=1.C(N(CC)CC)C.N1C=CC=CC=1. The catalyst is ClCCl.C(OCC)(=O)C.C([O-])(=O)C.[Cu+2].C([O-])(=O)C. The product is [CH3:29][O:30][C:31]1[CH:36]=[C:35]([N:3]2[C:2](=[O:1])[C:7]([CH2:8][C:9]3[CH:10]=[CH:11][C:12]([C:15]4[C:16]([C:21]#[N:22])=[CH:17][CH:18]=[CH:19][CH:20]=4)=[CH:13][CH:14]=3)=[C:6]([CH2:23][CH2:24][CH3:25])[N:5]3[N:26]=[CH:27][N:28]=[C:4]23)[CH:34]=[CH:33][CH:32]=1. The yield is 1.00. (5) The reactants are [Cl:1][C:2]1[S:6][C:5]([NH:7][S:8]([C:11]2[CH:16]=[CH:15][C:14](F)=[C:13]([C:18]#[N:19])[CH:12]=2)(=[O:10])=[O:9])=[N:4][CH:3]=1.C(=O)([O-])[O-].[K+].[K+].[F:26][C:27]1[CH:32]=[CH:31][C:30]([OH:33])=[C:29]([I:34])[CH:28]=1.Cl. The catalyst is CN(C)C=O. The product is [Cl:1][C:2]1[S:6][C:5]([NH:7][S:8]([C:11]2[CH:16]=[CH:15][C:14]([O:33][C:30]3[CH:31]=[CH:32][C:27]([F:26])=[CH:28][C:29]=3[I:34])=[C:13]([C:18]#[N:19])[CH:12]=2)(=[O:10])=[O:9])=[N:4][CH:3]=1. The yield is 0.590. (6) The reactants are [CH2:1]([O:4][CH:5]1[CH2:10][CH2:9][CH2:8][CH2:7][O:6]1)[C:2]#[CH:3].I[C:12]1[CH:13]=[CH:14][C:15]([NH2:18])=[N:16][CH:17]=1.O.C(Cl)Cl. The catalyst is C(NCC)C.[Cu]I.Cl[Pd](Cl)([P](C1C=CC=CC=1)(C1C=CC=CC=1)C1C=CC=CC=1)[P](C1C=CC=CC=1)(C1C=CC=CC=1)C1C=CC=CC=1. The product is [O:6]1[CH2:7][CH2:8][CH2:9][CH2:10][CH:5]1[O:4][CH2:1][C:2]#[C:3][C:12]1[CH:13]=[CH:14][C:15]([NH2:18])=[N:16][CH:17]=1. The yield is 0.500.